This data is from Forward reaction prediction with 1.9M reactions from USPTO patents (1976-2016). The task is: Predict the product of the given reaction. (1) Given the reactants C([N:8]1[CH2:17][CH2:16][C:15]2[C:14](=[O:18])[NH:13][C:12]([CH3:19])=[N:11][C:10]=2[CH2:9]1)C1C=CC=CC=1.C(O)(=O)C.C(N(CC)CC)C.Cl[C:32]([O:34][C:35]1[CH:40]=[CH:39][C:38]([Br:41])=[CH:37][CH:36]=1)=[O:33], predict the reaction product. The product is: [Br:41][C:38]1[CH:39]=[CH:40][C:35]([O:34][C:32]([N:8]2[CH2:17][CH2:16][C:15]3[C:14](=[O:18])[NH:13][C:12]([CH3:19])=[N:11][C:10]=3[CH2:9]2)=[O:33])=[CH:36][CH:37]=1. (2) Given the reactants Cl.[NH2:2][C@H:3]([C:6]([OH:8])=[O:7])[CH2:4][SH:5].C([O-])(=O)C.[K+].CO.[CH3:16][O:17][C:18]1[CH:25]=[CH:24][CH:23]=[CH:22][C:19]=1[CH:20]=O, predict the reaction product. The product is: [CH3:16][O:17][C:18]1[CH:25]=[CH:24][CH:23]=[CH:22][C:19]=1[C@@H:20]1[NH:2][CH:3]([C:6]([OH:8])=[O:7])[CH2:4][S:5]1.